From a dataset of Reaction yield outcomes from USPTO patents with 853,638 reactions. Predict the reaction yield, written as a fraction of the theoretical maximum amount of product (1.0 means a 100% yield; for example, 0.34 means a 34% yield). (1) The reactants are [N:1]1[CH:6]=[CH:5][N:4]=[CH:3][C:2]=1[C:7]#[N:8].N1C=CC=CC=1.[SH:15][CH:16]([CH3:20])[C:17](O)=[O:18]. The yield is 0.971. The catalyst is C(O)C. The product is [CH3:20][C:16]1[S:15][C:7]([C:2]2[CH:3]=[N:4][CH:5]=[CH:6][N:1]=2)=[N:8][C:17]=1[OH:18]. (2) The catalyst is C(OCC)(=O)C.CN(C=O)C. The reactants are [F:1][C:2]1[CH:3]=[C:4]([C@H:9]([NH:12][C:13](=[O:29])[O:14][CH2:15][CH:16]2[C:28]3[CH:27]=[CH:26][CH:25]=[CH:24][C:23]=3[C:22]3[C:17]2=[CH:18][CH:19]=[CH:20][CH:21]=3)[CH2:10][OH:11])[CH:5]=[C:6]([I:8])[CH:7]=1.N1C=CN=C1.Cl.N1C=CN=C1.C(N(C(C)C)[P:45]([O:51][C:52]([CH3:55])([CH3:54])[CH3:53])[O:46][C:47]([CH3:50])([CH3:49])[CH3:48])(C)C.OO.S([O-])([O-])(=[O:63])=S.[Na+].[Na+]. The yield is 0.860. The product is [C:52]([O:51][P:45]([O:11][CH2:10][C@@H:9]([NH:12][C:13](=[O:29])[O:14][CH2:15][CH:16]1[C:28]2[CH:27]=[CH:26][CH:25]=[CH:24][C:23]=2[C:22]2[C:17]1=[CH:18][CH:19]=[CH:20][CH:21]=2)[C:4]1[CH:5]=[C:6]([I:8])[CH:7]=[C:2]([F:1])[CH:3]=1)([O:46][C:47]([CH3:48])([CH3:49])[CH3:50])=[O:63])([CH3:53])([CH3:54])[CH3:55]. (3) The reactants are [Cl:1][C:2]1[CH:3]=[C:4]([N+:9]([O-:11])=[O:10])[CH:5]=[CH:6][C:7]=1F.[Cl:12][C:13]1[CH:18]=[CH:17][C:16]([CH2:19][C:20]([CH3:23])([NH2:22])[CH3:21])=[CH:15][C:14]=1[F:24].O. The catalyst is CS(C)=O. The product is [Cl:1][C:2]1[CH:3]=[C:4]([N+:9]([O-:11])=[O:10])[CH:5]=[CH:6][C:7]=1[NH:22][C:20]([CH3:23])([CH3:21])[CH2:19][C:16]1[CH:17]=[CH:18][C:13]([Cl:12])=[C:14]([F:24])[CH:15]=1. The yield is 0.572. (4) The yield is 0.850. The catalyst is CN(C=O)C.CCOC(C)=O. The reactants are [C:1]([O:5][C:6]([N:8]1[CH2:13][CH2:12][CH:11]([C:14]2[CH:19]=[CH:18][C:17]([NH2:20])=[C:16]([C:21]3[CH2:22][CH2:23][S:24][CH2:25][CH:26]=3)[CH:15]=2)[CH2:10][CH2:9]1)=[O:7])([CH3:4])([CH3:3])[CH3:2].[K+].[C:28]([C:30]1[N:31]=[C:32]([C:43]([O-])=[O:44])[N:33]([CH2:35][O:36][CH2:37][CH2:38][Si:39]([CH3:42])([CH3:41])[CH3:40])[CH:34]=1)#[N:29].C1CN([P+](Br)(N2CCCC2)N2CCCC2)CC1.F[P-](F)(F)(F)(F)F.CCN(C(C)C)C(C)C. The product is [C:1]([O:5][C:6]([N:8]1[CH2:9][CH2:10][CH:11]([C:14]2[CH:19]=[CH:18][C:17]([NH:20][C:43]([C:32]3[N:33]([CH2:35][O:36][CH2:37][CH2:38][Si:39]([CH3:42])([CH3:41])[CH3:40])[CH:34]=[C:30]([C:28]#[N:29])[N:31]=3)=[O:44])=[C:16]([C:21]3[CH2:26][CH2:25][S:24][CH2:23][CH:22]=3)[CH:15]=2)[CH2:12][CH2:13]1)=[O:7])([CH3:4])([CH3:2])[CH3:3]. (5) The reactants are NC1C=CC(C(O)=O)=CC=1.C1(C(Cl)=O)CCCCC1.CCN(CC)CC.[OH-].[Na+].[CH:29]1([C:35]([NH:37][C:38]2[CH:47]=[CH:46][C:41]([C:42]([O:44]C)=[O:43])=[CH:40][CH:39]=2)=[O:36])[CH2:34][CH2:33][CH2:32][CH2:31][CH2:30]1. The catalyst is C1COCC1. The product is [CH:29]1([C:35]([NH:37][C:38]2[CH:47]=[CH:46][C:41]([C:42]([OH:44])=[O:43])=[CH:40][CH:39]=2)=[O:36])[CH2:30][CH2:31][CH2:32][CH2:33][CH2:34]1. The yield is 0.920.